This data is from Catalyst prediction with 721,799 reactions and 888 catalyst types from USPTO. The task is: Predict which catalyst facilitates the given reaction. (1) Reactant: [NH2:1][C:2]1[CH:3]=[CH:4][C:5]([Cl:11])=[C:6]([CH:10]=1)[C:7]([OH:9])=[O:8].[CH:12]1([C:18](Cl)=[O:19])[CH2:17][CH2:16][CH2:15][CH2:14][CH2:13]1. Product: [Cl:11][C:5]1[CH:4]=[CH:3][C:2]([NH:1][C:18]([CH:12]2[CH2:17][CH2:16][CH2:15][CH2:14][CH2:13]2)=[O:19])=[CH:10][C:6]=1[C:7]([OH:9])=[O:8]. The catalyst class is: 1. (2) Reactant: [OH:1][N:2]=[C:3]([C:5]1[N:10]=[CH:9][C:8]([O:11][C:12]2[CH:13]=[C:14]([CH:24]=[C:25]([O:27][CH:28]([CH3:30])[CH3:29])[CH:26]=2)[C:15]([NH:17][C:18]2[CH:22]=[CH:21][N:20]([CH3:23])[N:19]=2)=[O:16])=[CH:7][CH:6]=1)[NH2:4].C(N(CC)CC)C.ClCCl.[CH:41]1([C:44](Cl)=O)[CH2:43][CH2:42]1. Product: [CH:41]1([C:44]2[O:1][N:2]=[C:3]([C:5]3[N:10]=[CH:9][C:8]([O:11][C:12]4[CH:13]=[C:14]([CH:24]=[C:25]([O:27][CH:28]([CH3:30])[CH3:29])[CH:26]=4)[C:15]([NH:17][C:18]4[CH:22]=[CH:21][N:20]([CH3:23])[N:19]=4)=[O:16])=[CH:7][CH:6]=3)[N:4]=2)[CH2:43][CH2:42]1. The catalyst class is: 69. (3) Reactant: [F:1][C:2]1[CH:7]=[CH:6][C:5]([CH2:8][O:9][C:10]2[CH:18]=[CH:17][C:13]([C:14](O)=[O:15])=[CH:12][C:11]=2[C:19]([NH:21][C:22]2[CH:23]=[N:24][CH:25]=[CH:26][CH:27]=2)=[O:20])=[CH:4][CH:3]=1.[NH:28]1[CH2:33][CH2:32][O:31][CH2:30][CH2:29]1.C(Cl)CCl.C1C=CC2N(O)N=NC=2C=1.C(N1CCOCC1)C. Product: [F:1][C:2]1[CH:7]=[CH:6][C:5]([CH2:8][O:9][C:10]2[CH:18]=[CH:17][C:13]([C:14]([N:28]3[CH2:33][CH2:32][O:31][CH2:30][CH2:29]3)=[O:15])=[CH:12][C:11]=2[C:19]([NH:21][C:22]2[CH:23]=[N:24][CH:25]=[CH:26][CH:27]=2)=[O:20])=[CH:4][CH:3]=1. The catalyst class is: 9. (4) Reactant: [O-]CC.[Na+].C([O:7][CH:8]=[C:9]([C:15](OCC)=O)[C:10]([O:12][CH2:13][CH3:14])=[O:11])C.O.[NH2:21][NH2:22].Cl. Product: [CH2:13]([O:12][C:10]([C:9]1[C:8](=[O:7])[NH:21][NH:22][CH:15]=1)=[O:11])[CH3:14]. The catalyst class is: 40. (5) Reactant: [CH:1]1([CH2:4][NH:5][CH:6]2[CH2:11][CH2:10][CH:9]([NH:12][C:13]3[CH:20]=[C:19]([N:21]4[C:29]5[CH2:28][C:27]([CH3:31])([CH3:30])[CH2:26][C:25](=[O:32])[C:24]=5[C:23]([C:33]([F:36])([F:35])[F:34])=[N:22]4)[CH:18]=[CH:17][C:14]=3[C:15]#[N:16])[CH2:8][CH2:7]2)[CH2:3][CH2:2]1.CS(C)=[O:39].[OH-].[Na+].OO. Product: [CH:1]1([CH2:4][NH:5][C@H:6]2[CH2:7][CH2:8][C@H:9]([NH:12][C:13]3[CH:20]=[C:19]([N:21]4[C:29]5[CH2:28][C:27]([CH3:31])([CH3:30])[CH2:26][C:25](=[O:32])[C:24]=5[C:23]([C:33]([F:35])([F:36])[F:34])=[N:22]4)[CH:18]=[CH:17][C:14]=3[C:15]([NH2:16])=[O:39])[CH2:10][CH2:11]2)[CH2:3][CH2:2]1. The catalyst class is: 14. (6) Reactant: [NH2:1][C:2]1[CH:3]=[N:4][N:5]([CH3:25])[C:6]=1[N:7]1[CH2:12][C@H:11]([C:13]([F:16])([F:15])[F:14])[CH2:10][C@H:9]([NH:17][C:18](=[O:24])[O:19][C:20]([CH3:23])([CH3:22])[CH3:21])[CH2:8]1.[C:26]([O:30][C:31]([NH:33][C:34]1[O:42][C:41]2[C:36](=[N:37][CH:38]=[C:39]([CH:43]3[CH2:48][CH2:47][O:46][CH2:45][CH2:44]3)[CH:40]=2)[C:35]=1[C:49](O)=[O:50])=[O:32])([CH3:29])([CH3:28])[CH3:27].CN(C(ON1N=NC2C=CC=NC1=2)=[N+](C)C)C.F[P-](F)(F)(F)(F)F.CCN(C(C)C)C(C)C. Product: [C:26]([O:30][C:31]([NH:33][C:34]1[O:42][C:41]2[C:36](=[N:37][CH:38]=[C:39]([CH:43]3[CH2:44][CH2:45][O:46][CH2:47][CH2:48]3)[CH:40]=2)[C:35]=1[C:49]([NH:1][C:2]1[CH:3]=[N:4][N:5]([CH3:25])[C:6]=1[N:7]1[CH2:12][C@H:11]([C:13]([F:15])([F:14])[F:16])[CH2:10][C@H:9]([NH:17][C:18](=[O:24])[O:19][C:20]([CH3:21])([CH3:22])[CH3:23])[CH2:8]1)=[O:50])=[O:32])([CH3:29])([CH3:27])[CH3:28]. The catalyst class is: 26. (7) Reactant: [N+:1]([C:4]1[CH:5]=[C:6]([NH:13][C:14](=[O:18])[O:15][CH2:16][CH3:17])[C:7]2[N:11]=[CH:10][NH:9][C:8]=2[CH:12]=1)([O-:3])=[O:2].[C:19](=O)([O-])[O-].[K+].[K+].CI. Product: [CH3:19][N:9]1[C:8]2[CH:12]=[C:4]([N+:1]([O-:3])=[O:2])[CH:5]=[C:6]([NH:13][C:14](=[O:18])[O:15][CH2:16][CH3:17])[C:7]=2[N:11]=[CH:10]1. The catalyst class is: 21. (8) Reactant: [C:1](Cl)(Cl)=[O:2].[C:5]([O:9][C:10](=[O:31])[NH:11][CH2:12][C@H:13]([OH:30])[CH2:14][NH:15][C:16]1[CH:17]=[C:18]2[C:22](=[C:23]([F:25])[CH:24]=1)[N:21]([CH:26]1[CH2:28][CH2:27]1)[C:20](=[O:29])[CH2:19]2)([CH3:8])([CH3:7])[CH3:6].C(N(CC)CC)C. Product: [C:5]([O:9][C:10](=[O:31])[NH:11][CH2:12][C@@H:13]1[O:30][C:1](=[O:2])[N:15]([C:16]2[CH:17]=[C:18]3[C:22](=[C:23]([F:25])[CH:24]=2)[N:21]([CH:26]2[CH2:27][CH2:28]2)[C:20](=[O:29])[CH2:19]3)[CH2:14]1)([CH3:8])([CH3:6])[CH3:7]. The catalyst class is: 4. (9) Reactant: Br[CH2:2][CH2:3][CH2:4][C:5]#[N:6].C(N(CC)C(C)C)(C)C.[F:16][C:17]([F:38])([F:37])[C:18]([N:20]([CH:28]1[CH2:30][CH:29]1[C:31]1[CH:36]=[CH:35][CH:34]=[CH:33][CH:32]=1)[CH2:21][CH:22]1[CH2:27][CH2:26][NH:25][CH2:24][CH2:23]1)=[O:19]. Product: [C:5]([CH2:4][CH2:3][CH2:2][N:25]1[CH2:24][CH2:23][CH:22]([CH2:21][N:20]([CH:28]2[CH2:30][CH:29]2[C:31]2[CH:36]=[CH:35][CH:34]=[CH:33][CH:32]=2)[C:18](=[O:19])[C:17]([F:16])([F:37])[F:38])[CH2:27][CH2:26]1)#[N:6]. The catalyst class is: 10.